This data is from Peptide-MHC class II binding affinity with 134,281 pairs from IEDB. The task is: Regression. Given a peptide amino acid sequence and an MHC pseudo amino acid sequence, predict their binding affinity value. This is MHC class II binding data. (1) The peptide sequence is YREEIYRKGLGNFVQ. The MHC is DRB1_0301 with pseudo-sequence DRB1_0301. The binding affinity (normalized) is 0. (2) The peptide sequence is MIMIKFMGVIYIMII. The MHC is DRB1_1302 with pseudo-sequence DRB1_1302. The binding affinity (normalized) is 0.573. (3) The binding affinity (normalized) is 0.657. The MHC is HLA-DQA10102-DQB10502 with pseudo-sequence HLA-DQA10102-DQB10502. The peptide sequence is ILPNTLVLDFCDDAL. (4) The peptide sequence is FTVQKGSDPKKLVLD. The MHC is DRB1_0301 with pseudo-sequence DRB1_0301. The binding affinity (normalized) is 0.275. (5) The peptide sequence is TNISKEHDGECKETV. The MHC is HLA-DQA10101-DQB10501 with pseudo-sequence HLA-DQA10101-DQB10501. The binding affinity (normalized) is 0.